This data is from NCI-60 drug combinations with 297,098 pairs across 59 cell lines. The task is: Regression. Given two drug SMILES strings and cell line genomic features, predict the synergy score measuring deviation from expected non-interaction effect. (1) Drug 1: CN1CCC(CC1)COC2=C(C=C3C(=C2)N=CN=C3NC4=C(C=C(C=C4)Br)F)OC. Drug 2: C1=NC2=C(N=C(N=C2N1C3C(C(C(O3)CO)O)O)F)N. Cell line: HCC-2998. Synergy scores: CSS=13.3, Synergy_ZIP=-8.44, Synergy_Bliss=-11.0, Synergy_Loewe=-16.2, Synergy_HSA=-9.82. (2) Drug 1: CN(CC1=CN=C2C(=N1)C(=NC(=N2)N)N)C3=CC=C(C=C3)C(=O)NC(CCC(=O)O)C(=O)O. Drug 2: C1C(C(OC1N2C=NC3=C2NC=NCC3O)CO)O. Cell line: MCF7. Synergy scores: CSS=32.1, Synergy_ZIP=-10.4, Synergy_Bliss=-6.21, Synergy_Loewe=-39.9, Synergy_HSA=-3.61. (3) Drug 1: C1CCN(CC1)CCOC2=CC=C(C=C2)C(=O)C3=C(SC4=C3C=CC(=C4)O)C5=CC=C(C=C5)O. Drug 2: CCC1(CC2CC(C3=C(CCN(C2)C1)C4=CC=CC=C4N3)(C5=C(C=C6C(=C5)C78CCN9C7C(C=CC9)(C(C(C8N6C=O)(C(=O)OC)O)OC(=O)C)CC)OC)C(=O)OC)O.OS(=O)(=O)O. Cell line: LOX IMVI. Synergy scores: CSS=51.2, Synergy_ZIP=-1.16, Synergy_Bliss=-1.02, Synergy_Loewe=-52.2, Synergy_HSA=1.64.